From a dataset of Reaction yield outcomes from USPTO patents with 853,638 reactions. Predict the reaction yield, written as a fraction of the theoretical maximum amount of product (1.0 means a 100% yield; for example, 0.34 means a 34% yield). (1) The reactants are Br[C:2]1[CH:3]=[CH:4][C:5]([Cl:23])=[C:6]([CH:22]=1)[CH2:7][C:8]1[CH:21]=[CH:20][C:11]([O:12][Si:13]([C:16]([CH3:19])([CH3:18])[CH3:17])([CH3:15])[CH3:14])=[CH:10][CH:9]=1.[Li][C:25](C)(C)C.C[Si](C)(C)[O:31][C@@H:32]1[C@@H:37]([O:38][Si](C)(C)C)[C@H:36]([O:43][Si](C)(C)C)[C@@H:35]([CH2:48][O:49][Si](C)(C)C)[O:34][C:33]1=[O:54].CS(O)(=O)=O. The catalyst is C1COCC1.CO.C(OC(=O)C)C. The product is [Si:13]([O:12][C:11]1[CH:20]=[CH:21][C:8]([CH2:7][C:6]2[CH:22]=[C:2]([C@@:33]3([O:54][CH3:25])[C@H:32]([OH:31])[C@@H:37]([OH:38])[C@H:36]([OH:43])[C@@H:35]([CH2:48][OH:49])[O:34]3)[CH:3]=[CH:4][C:5]=2[Cl:23])=[CH:9][CH:10]=1)([C:16]([CH3:19])([CH3:18])[CH3:17])([CH3:15])[CH3:14]. The yield is 0.554. (2) The reactants are [N:1]([CH2:4][C:5]1[CH:10]=[CH:9][C:8]([C:11]([O:20][CH3:21])([C:16]([F:19])([F:18])[F:17])[C:12]([F:15])([F:14])[F:13])=[CH:7][CH:6]=1)=[N+:2]=[N-:3].[CH2:22]([OH:25])[C:23]#[CH:24].O=C1O[C@H]([C@H](CO)O)C([O-])=C1O.[Na+]. The catalyst is O.CN(C)C=O.O.S([O-])([O-])(=O)=O.[Cu+2]. The product is [F:19][C:16]([F:17])([F:18])[C:11]([C:8]1[CH:9]=[CH:10][C:5]([CH2:4][N:1]2[CH:24]=[C:23]([CH2:22][OH:25])[N:3]=[N:2]2)=[CH:6][CH:7]=1)([O:20][CH3:21])[C:12]([F:14])([F:15])[F:13]. The yield is 0.770.